Task: Predict the product of the given reaction.. Dataset: Forward reaction prediction with 1.9M reactions from USPTO patents (1976-2016) (1) Given the reactants CS(O[CH2:6][CH2:7][CH:8]1[CH2:13][CH2:12][N:11]([C:14]([O:16][CH:17]([CH3:19])[CH3:18])=[O:15])[CH2:10][CH2:9]1)(=O)=O.[NH2:20][C:21](=[N:35][OH:36])CC1CCN(C(OC(C)C)=O)CC1, predict the reaction product. The product is: [NH2:20][C:21](=[N:35][OH:36])[CH2:6][CH2:7][CH:8]1[CH2:13][CH2:12][N:11]([C:14]([O:16][CH:17]([CH3:19])[CH3:18])=[O:15])[CH2:10][CH2:9]1. (2) Given the reactants [NH:1]1[CH:5]=[CH:4][N:3]=[C:2]1[C:6]1[C:15]2[C:10](=[CH:11][CH:12]=[CH:13][CH:14]=2)[N:9]([CH3:16])[CH2:8][CH:7]=1.[H-].[Al+3].[Li+].[H-].[H-].[H-], predict the reaction product. The product is: [NH:1]1[CH:5]=[CH:4][N:3]=[C:2]1[CH:6]1[C:15]2[C:10](=[CH:11][CH:12]=[CH:13][CH:14]=2)[N:9]([CH3:16])[CH2:8][CH2:7]1.